This data is from Forward reaction prediction with 1.9M reactions from USPTO patents (1976-2016). The task is: Predict the product of the given reaction. (1) Given the reactants [CH2:1]([O:8][C:9]1[CH:10]=[C:11]([O:21][C:22]2[CH:27]=[CH:26][C:25]([S:28]([CH3:31])(=[O:30])=[O:29])=[CH:24][CH:23]=2)[CH:12]=[C:13]2[C:17]=1[NH:16][C:15]([C:18]([OH:20])=O)=[CH:14]2)[C:2]1[CH:7]=[CH:6][CH:5]=[CH:4][CH:3]=1.Cl.C[N:34](C)CCCN=C=NCC.[NH4+].ON1C2C=CC=CC=2N=N1.CN(C)C=O, predict the reaction product. The product is: [CH2:1]([O:8][C:9]1[CH:10]=[C:11]([O:21][C:22]2[CH:27]=[CH:26][C:25]([S:28]([CH3:31])(=[O:29])=[O:30])=[CH:24][CH:23]=2)[CH:12]=[C:13]2[C:17]=1[NH:16][C:15]([C:18]([NH2:34])=[O:20])=[CH:14]2)[C:2]1[CH:7]=[CH:6][CH:5]=[CH:4][CH:3]=1. (2) Given the reactants C[O:2][C:3]([C:5]1[S:6][C:7]([C:14](=[O:31])[NH:15][CH2:16][C:17]2[CH:22]=[CH:21][CH:20]=[C:19]([O:23][Si](C(C)(C)C)(C)C)[CH:18]=2)=[CH:8][C:9]=1[C:10]([F:13])([F:12])[F:11])=[O:4].O.[OH-].[Li+].C1COCC1.Cl, predict the reaction product. The product is: [OH:23][C:19]1[CH:18]=[C:17]([CH:22]=[CH:21][CH:20]=1)[CH2:16][NH:15][C:14]([C:7]1[S:6][C:5]([C:3]([OH:4])=[O:2])=[C:9]([C:10]([F:13])([F:11])[F:12])[CH:8]=1)=[O:31]. (3) The product is: [Si:1]([O:8][CH2:9][C@@H:10]1[C@H:14]2[O:15][C:16]([CH3:19])([CH3:18])[O:17][C@H:13]2[C@H:12]([NH:20][C:21]2[CH:26]=[C:25]([C:42]#[C:41][C:35]3[CH:40]=[CH:39][CH:38]=[CH:37][CH:36]=3)[N:24]=[CH:23][N:22]=2)[CH2:11]1)([C:4]([CH3:7])([CH3:6])[CH3:5])([CH3:3])[CH3:2]. Given the reactants [Si:1]([O:8][CH2:9][C@@H:10]1[C@H:14]2[O:15][C:16]([CH3:19])([CH3:18])[O:17][C@H:13]2[C@H:12]([NH:20][C:21]2[CH:26]=[C:25](I)[N:24]=[CH:23][N:22]=2)[CH2:11]1)([C:4]([CH3:7])([CH3:6])[CH3:5])([CH3:3])[CH3:2].CCN(CC)CC.[C:35]1([C:41]#[CH:42])[CH:40]=[CH:39][CH:38]=[CH:37][CH:36]=1, predict the reaction product. (4) Given the reactants [CH2:1]([NH:8][CH3:9])[C:2]1[CH:7]=[CH:6][CH:5]=[CH:4][CH:3]=1.[ClH:10].O.CC(C)=O, predict the reaction product. The product is: [ClH:10].[CH2:1]([NH:8][CH3:9])[C:2]1[CH:7]=[CH:6][CH:5]=[CH:4][CH:3]=1. (5) The product is: [ClH:21].[OH:1][CH:3]([CH2:4][O:5][C:6]1[CH:11]=[CH:10][CH:9]=[CH:8][CH:7]=1)[CH2:2][NH:23][C:13]([CH3:22])([CH3:12])[CH2:14][C:15]1[CH:20]=[CH:19][C:18]([Cl:21])=[CH:17][CH:16]=1. Given the reactants [O:1]1[CH:3]([CH2:4][O:5][C:6]2[CH:11]=[CH:10][CH:9]=[CH:8][CH:7]=2)[CH2:2]1.[CH3:12][C:13]([NH2:23])([CH3:22])[CH2:14][C:15]1[CH:20]=[CH:19][C:18]([Cl:21])=[CH:17][CH:16]=1, predict the reaction product. (6) Given the reactants [C:1]([O:7][CH2:8][N:9]1[C:13]2[N:14]=[N:15][CH:16]=[C:17]([C:18]3[CH:19]=[N:20][NH:21][CH:22]=3)[C:12]=2[CH:11]=[CH:10]1)(=[O:6])[C:2]([CH3:5])([CH3:4])[CH3:3].[CH2:23]1[CH2:33][CH2:32][N:31]2[C:26](=NCCC2)[CH2:25][CH2:24]1, predict the reaction product. The product is: [C:1]([O:7][CH2:8][N:9]1[C:13]2[N:14]=[N:15][CH:16]=[C:17]([C:18]3[CH:19]=[N:20][N:21]([C:24]4([CH2:25][C:26]#[N:31])[CH2:23][CH2:33][CH2:32]4)[CH:22]=3)[C:12]=2[CH:11]=[CH:10]1)(=[O:6])[C:2]([CH3:5])([CH3:4])[CH3:3].